Dataset: Forward reaction prediction with 1.9M reactions from USPTO patents (1976-2016). Task: Predict the product of the given reaction. (1) Given the reactants [C:1]1([CH2:7][CH2:8][O:9][CH2:10][CH2:11][CH2:12][N:13]2[CH2:20][CH2:19][C:16]3([O:18][CH2:17]3)[CH2:15][CH2:14]2)[CH:6]=[CH:5][CH:4]=[CH:3][CH:2]=1.OC1C=CC([C@@H](O)CNCC2(O)CCN(CCOCCC3C=CC=CC=3)CC2)=C2C=1NC(=O)C=C2.[NH2:56][CH2:57][C@@H:58]([C:67]1[CH:76]=[CH:75][C:74]([OH:77])=[C:73]2[C:68]=1[CH:69]=[CH:70][C:71](=[O:78])[NH:72]2)[O:59][Si:60]([C:63]([CH3:66])([CH3:65])[CH3:64])([CH3:62])[CH3:61], predict the reaction product. The product is: [Si:60]([O:59][C@H:58]([C:67]1[CH:76]=[CH:75][C:74]([OH:77])=[C:73]2[C:68]=1[CH:69]=[CH:70][C:71](=[O:78])[NH:72]2)[CH2:57][NH:56][CH2:17][C:16]1([OH:18])[CH2:19][CH2:20][N:13]([CH2:12][CH2:11][CH2:10][O:9][CH2:8][CH2:7][C:1]2[CH:6]=[CH:5][CH:4]=[CH:3][CH:2]=2)[CH2:14][CH2:15]1)([C:63]([CH3:66])([CH3:65])[CH3:64])([CH3:62])[CH3:61]. (2) Given the reactants [CH3:1][O:2][C:3]1[CH:4]=[C:5]([CH:39]=[CH:40][C:41]=1[O:42][CH3:43])[CH2:6][C:7]1[N:11]([C:12]2[CH:17]=[C:16]([C:18]#[C:19][C:20]3[CH:25]=[CH:24]C(OC)=CC=3)[N:15]=[C:14]([CH3:28])[N:13]=2)[N:10]=[C:9]([NH:29][CH2:30][C:31]2[CH:36]=[CH:35][C:34]([O:37][CH3:38])=[CH:33][CH:32]=2)[N:8]=1, predict the reaction product. The product is: [CH3:1][O:2][C:3]1[CH:4]=[C:5]([CH:39]=[CH:40][C:41]=1[O:42][CH3:43])[CH2:6][C:7]1[N:11]([C:12]2[CH:17]=[C:16]([CH2:18][CH2:19][C:20]3[CH:25]=[CH:24][C:6]([CH3:5])=[CH:7][N:8]=3)[N:15]=[C:14]([CH3:28])[N:13]=2)[N:10]=[C:9]([NH:29][CH2:30][C:31]2[CH:32]=[CH:33][C:34]([O:37][CH3:38])=[CH:35][CH:36]=2)[N:8]=1. (3) Given the reactants [NH2:1][C:2]1[N:7]2[CH:8]=[C:9]([CH3:11])[N:10]=[C:6]2[C:5]([C:12]([O:14]C)=[O:13])=[CH:4][C:3]=1[Cl:16].[OH-].[Li+].[CH3:19]O, predict the reaction product. The product is: [CH3:19][C:8]1[N:7]2[C:2]([NH2:1])=[C:3]([Cl:16])[CH:4]=[C:5]([C:12]([OH:14])=[O:13])[C:6]2=[N:10][C:9]=1[CH3:11]. (4) Given the reactants [C:1]([NH2:5])([CH3:4])([CH3:3])[CH3:2].[C:6]([N:10]1[C:14](=[O:15])[C:13](Cl)=[C:12]([C:17]2[CH:22]=[CH:21][CH:20]=[CH:19][CH:18]=2)[S:11]1(=[O:24])=[O:23])([CH3:9])([CH3:8])[CH3:7], predict the reaction product. The product is: [C:6]([N:10]1[C:14](=[O:15])[C:13]([NH:5][C:1]([CH3:4])([CH3:3])[CH3:2])=[C:12]([C:17]2[CH:22]=[CH:21][CH:20]=[CH:19][CH:18]=2)[S:11]1(=[O:24])=[O:23])([CH3:9])([CH3:8])[CH3:7]. (5) Given the reactants [CH3:1][O:2][C:3]1[CH:22]=[CH:21][C:6]([CH2:7][N:8]2[CH2:17][CH2:16][C:15]3[N:14]=[CH:13][C:12]([CH:18]=C)=[CH:11][C:10]=3[C:9]2=[O:20])=[CH:5][CH:4]=1.C(Cl)Cl.C[OH:27], predict the reaction product. The product is: [OH:27][CH2:18][C:12]1[CH:13]=[N:14][C:15]2[CH2:16][CH2:17][N:8]([CH2:7][C:6]3[CH:21]=[CH:22][C:3]([O:2][CH3:1])=[CH:4][CH:5]=3)[C:9](=[O:20])[C:10]=2[CH:11]=1. (6) Given the reactants [CH3:1][C:2]1[CH:25]=[CH:24][C:23]([CH3:26])=[CH:22][C:3]=1[CH2:4][O:5][C:6]1[CH:21]=[CH:20][CH:19]=[CH:18][C:7]=1[CH2:8][C:9]1[C:10](=[O:17])[NH:11][NH:12][C:13]=1[CH:14]([CH3:16])[CH3:15].[H-].[Na+].[CH3:29][C:30]([O:32][CH2:33][C@H:34]1[O:39][C@H:38](Br)[C@H:37]([O:41][C:42]([CH3:44])=[O:43])[C@@H:36]([O:45][C:46]([CH3:48])=[O:47])[C@@H:35]1[O:49][C:50]([CH3:52])=[O:51])=[O:31].O, predict the reaction product. The product is: [CH3:1][C:2]1[CH:25]=[CH:24][C:23]([CH3:26])=[CH:22][C:3]=1[CH2:4][O:5][C:6]1[CH:21]=[CH:20][CH:19]=[CH:18][C:7]=1[CH2:8][C:9]1[C:10]([O:17][C@@H:38]2[O:39][C@H:34]([CH2:33][O:32][C:30](=[O:31])[CH3:29])[C@@H:35]([O:49][C:50](=[O:51])[CH3:52])[C@H:36]([O:45][C:46](=[O:47])[CH3:48])[C@H:37]2[O:41][C:42](=[O:43])[CH3:44])=[N:11][NH:12][C:13]=1[CH:14]([CH3:16])[CH3:15].